Task: Regression. Given two drug SMILES strings and cell line genomic features, predict the synergy score measuring deviation from expected non-interaction effect.. Dataset: Merck oncology drug combination screen with 23,052 pairs across 39 cell lines Drug 1: Cc1nc(Nc2ncc(C(=O)Nc3c(C)cccc3Cl)s2)cc(N2CCN(CCO)CC2)n1. Drug 2: COC1CC2CCC(C)C(O)(O2)C(=O)C(=O)N2CCCCC2C(=O)OC(C(C)CC2CCC(OP(C)(C)=O)C(OC)C2)CC(=O)C(C)C=C(C)C(O)C(OC)C(=O)C(C)CC(C)C=CC=CC=C1C. Cell line: CAOV3. Synergy scores: synergy=27.5.